Task: Predict the product of the given reaction.. Dataset: Forward reaction prediction with 1.9M reactions from USPTO patents (1976-2016) (1) Given the reactants [CH2:1]([N:8]1[CH2:13][CH2:12][CH:11]([NH:14][C:15](=[S:33])[C@H:16]([NH:25]C(OC(C)(C)C)=O)[CH2:17][CH2:18][CH:19]2[CH2:24][CH2:23][CH2:22][CH2:21][CH2:20]2)[CH2:10][CH2:9]1)[C:2]1[CH:7]=[CH:6][CH:5]=[CH:4][CH:3]=1, predict the reaction product. The product is: [CH2:1]([N:8]1[CH2:13][CH2:12][CH:11]([NH:14][C:15](=[S:33])[C@H:16]([NH2:25])[CH2:17][CH2:18][CH:19]2[CH2:24][CH2:23][CH2:22][CH2:21][CH2:20]2)[CH2:10][CH2:9]1)[C:2]1[CH:3]=[CH:4][CH:5]=[CH:6][CH:7]=1. (2) Given the reactants [Mg:1].C(O)CCC.[F:7][C:8]([F:13])([F:12])[C:9]([OH:11])=[O:10], predict the reaction product. The product is: [F:7][C:8]([F:13])([F:12])[C:9]([O-:11])=[O:10].[Mg+2:1].[F:7][C:8]([F:13])([F:12])[C:9]([O-:11])=[O:10].